Dataset: Full USPTO retrosynthesis dataset with 1.9M reactions from patents (1976-2016). Task: Predict the reactants needed to synthesize the given product. (1) Given the product [CH2:8]([NH:29][C@H:14]([C:15]1[CH:24]=[CH:23][CH:18]=[CH:17][CH:16]=1)[CH3:13])[CH2:9][CH:10]=[CH2:11], predict the reactants needed to synthesize it. The reactants are: C([O-])([O-])=O.[K+].[K+].Br[CH2:8][CH2:9][CH:10]=[CH2:11].N[C@H:13](C(O)=O)[CH2:14][C:15]1[CH:24]=[C:23]2[C:18](C=CC=C2)=[CH:17][CH:16]=1.C[N:29](C=O)C. (2) Given the product [Cl:31][C:29]1[CH:28]=[CH:27][C:24]([CH2:25][N:26]2[C:59]3[CH:60]=[CH:61][N:62]=[CH:63][C:58]=3[S:57](=[O:65])(=[O:64])[N:56]([C:66]3[CH:71]=[CH:70][C:69]([O:72][CH3:73])=[C:68]([O:74][CH3:75])[CH:67]=3)[C:55]2=[O:76])=[C:23]([F:22])[CH:30]=1, predict the reactants needed to synthesize it. The reactants are: ClC1C=CN=CC=1S(NC1C=CC(OC)=C(OC)C=1)(=O)=O.[F:22][C:23]1[CH:30]=[C:29]([Cl:31])[CH:28]=[CH:27][C:24]=1[CH2:25][NH2:26].C([O-])([O-])=O.[K+].[K+].C(N1C=CN=C1)(N1C=CN=C1)=O.ClC1C=CC=C(F)C=1CN1[C:59]2[CH:60]=[CH:61][N:62]=[CH:63][C:58]=2[S:57](=[O:65])(=[O:64])[N:56]([C:66]2[CH:71]=[CH:70][C:69]([O:72][CH3:73])=[C:68]([O:74][CH3:75])[CH:67]=2)[C:55]1=[O:76]. (3) Given the product [CH3:33][O:34][C:35]1[CH:36]=[C:37]([C:11]2[CH:12]=[CH:7][CH:8]=[C:9]([C:13]3[CH:30]=[CH:29][C:28]4[C:27]5[C:22](=[CH:23][CH:24]=[CH:25][CH:26]=5)[C:21]5[C:16](=[CH:17][CH:18]=[CH:19][CH:20]=5)[C:15]=4[CH:14]=3)[CH:10]=2)[CH:38]=[CH:39][CH:40]=1, predict the reactants needed to synthesize it. The reactants are: FC(F)(F)S(O[C:7]1[CH:12]=[CH:11][CH:10]=[C:9]([C:13]2[CH:30]=[CH:29][C:28]3[C:27]4[C:22](=[CH:23][CH:24]=[CH:25][CH:26]=4)[C:21]4[C:16](=[CH:17][CH:18]=[CH:19][CH:20]=4)[C:15]=3[CH:14]=2)[CH:8]=1)(=O)=O.[CH3:33][O:34][C:35]1[CH:36]=[C:37](B(O)O)[CH:38]=[CH:39][CH:40]=1.[O-]P([O-])([O-])=O.[K+].[K+].[K+].C1(C)C=CC=CC=1. (4) Given the product [C:20]([NH:2][CH2:5][C:6]([C:8]1[N:9]=[CH:10][N:11]2[CH:15]=[CH:14][S:13][C:12]=12)=[O:7])(=[O:21])[CH3:19], predict the reactants needed to synthesize it. The reactants are: Cl.[N:2]([CH2:5][C:6]([C:8]1[N:9]=[CH:10][N:11]2[CH:15]=[CH:14][S:13][C:12]=12)=[O:7])=[N+]=[N-].[H][H].C1C[O:21][CH2:20][CH2:19]1. (5) Given the product [NH2:40][C:37]1[N:38]=[CH:39][C:34]([C:2]2[CH:11]=[CH:10][C:9]3[N:8]=[CH:7][C:6]4[N:12]=[N:13][N:14]([CH:15]5[CH2:20][CH2:19][N:18]([C:21](=[O:25])[CH:22]([CH3:24])[CH3:23])[CH2:17][CH2:16]5)[C:5]=4[C:4]=3[N:3]=2)=[CH:35][C:36]=1[C:41]([F:44])([F:42])[F:43], predict the reactants needed to synthesize it. The reactants are: Cl[C:2]1[CH:11]=[CH:10][C:9]2[N:8]=[CH:7][C:6]3[N:12]=[N:13][N:14]([CH:15]4[CH2:20][CH2:19][N:18]([C:21](=[O:25])[CH:22]([CH3:24])[CH3:23])[CH2:17][CH2:16]4)[C:5]=3[C:4]=2[N:3]=1.CC1(C)C(C)(C)OB([C:34]2[CH:35]=[C:36]([C:41]([F:44])([F:43])[F:42])[C:37]([NH2:40])=[N:38][CH:39]=2)O1.C([O-])([O-])=O.[K+].[K+].